From a dataset of Forward reaction prediction with 1.9M reactions from USPTO patents (1976-2016). Predict the product of the given reaction. (1) Given the reactants [NH2:1][C:2]1[CH:3]=[C:4]([CH:20]=[CH:21][CH:22]=1)[CH2:5][O:6][C:7]1[CH:12]=[CH:11][C:10]([C:13](=[O:15])[CH3:14])=[C:9]([OH:16])[C:8]=1[CH2:17][CH2:18][CH3:19].[CH3:23][O:24][C:25](=[O:33])[C:26]1[CH:31]=[CH:30][CH:29]=[C:28](Br)[CH:27]=1.C(=O)([O-])[O-].[Cs+].[Cs+].C1(P(C2C=CC=CC=2)C2C=CC3C(=CC=CC=3)C=2C2C3C(=CC=CC=3)C=CC=2P(C2C=CC=CC=2)C2C=CC=CC=2)C=CC=CC=1.C(O)(=O)CC(CC(O)=O)(C(O)=O)O, predict the reaction product. The product is: [CH3:23][O:24][C:25](=[O:33])[C:26]1[CH:31]=[CH:30][CH:29]=[C:28]([NH:1][C:2]2[CH:22]=[CH:21][CH:20]=[C:4]([CH2:5][O:6][C:7]3[CH:12]=[CH:11][C:10]([C:13](=[O:15])[CH3:14])=[C:9]([OH:16])[C:8]=3[CH2:17][CH2:18][CH3:19])[CH:3]=2)[CH:27]=1. (2) Given the reactants I[C:2]1[CH:8]=[CH:7][C:5]([NH2:6])=[CH:4][CH:3]=1.[C:9]([O:13][C:14](=[O:23])[NH:15][CH:16]1[CH2:21][CH2:20][CH2:19][NH:18][C:17]1=[O:22])([CH3:12])([CH3:11])[CH3:10], predict the reaction product. The product is: [C:9]([O:13][C:14](=[O:23])[NH:15][CH:16]1[CH2:21][CH2:20][CH2:19][N:18]([C:2]2[CH:8]=[CH:7][C:5]([NH2:6])=[CH:4][CH:3]=2)[C:17]1=[O:22])([CH3:12])([CH3:10])[CH3:11]. (3) The product is: [NH2:14][C:7]1[CH:6]=[C:5]([C:1]([CH3:4])([CH3:3])[CH3:2])[CH:13]=[CH:12][C:8]=1[C:9]([OH:11])=[O:10]. Given the reactants [C:1]([C:5]1[CH:13]=[CH:12][C:8]([C:9]([OH:11])=[O:10])=[C:7]([N+:14]([O-])=O)[CH:6]=1)([CH3:4])([CH3:3])[CH3:2], predict the reaction product. (4) Given the reactants [CH3:1][C@H:2]1[CH2:7][C@@H:6]([OH:8])[C@H:5]([C:9]([CH3:11])=[CH2:10])[CH2:4][CH2:3]1.[C:12](O)(=[O:16])[C@H:13]([CH3:15])[OH:14], predict the reaction product. The product is: [OH:14][CH:13]([CH3:15])[C:12]([O:8][C@@H:6]1[CH2:7][C@H:2]([CH3:1])[CH2:3][CH2:4][C@H:5]1[C:9]([CH3:11])=[CH2:10])=[O:16]. (5) Given the reactants [F:1][C:2]([F:11])([F:10])[C:3]([C:5]1[NH:6][CH:7]=[CH:8][CH:9]=1)=[O:4].CN(C=O)C.[H-].[Na+].[CH3:19][C:20]1[CH:21]=[C:22]([CH:25]=[CH:26][C:27]=1[N+:28]([O-:30])=[O:29])[CH2:23]Cl, predict the reaction product. The product is: [CH3:19][C:20]1[CH:21]=[C:22]([CH:25]=[CH:26][C:27]=1[N+:28]([O-:30])=[O:29])[CH2:23][N:6]1[CH:7]=[CH:8][CH:9]=[C:5]1[C:3](=[O:4])[C:2]([F:1])([F:10])[F:11]. (6) Given the reactants C(ON=O)(C)(C)C.[CH2:8]([O:10][C:11]([C:13]1[CH:17]=[C:16]([C:18]2[CH:23]=[CH:22][CH:21]=[CH:20][CH:19]=2)[S:15][C:14]=1[NH2:24])=[O:12])[CH3:9], predict the reaction product. The product is: [CH2:8]([O:10][C:11]([C:13]1[CH:17]=[C:16]([C:18]2[CH:23]=[CH:22][CH:21]=[CH:20][CH:19]=2)[S:15][C:14]=1[NH2:24])=[O:12])[CH3:9].[CH2:8]([O:10][C:11]([C:13]1[CH:17]=[C:16]([C:18]2[CH:23]=[CH:22][CH:21]=[CH:20][CH:19]=2)[S:15][CH:14]=1)=[O:12])[CH3:9].